This data is from Full USPTO retrosynthesis dataset with 1.9M reactions from patents (1976-2016). The task is: Predict the reactants needed to synthesize the given product. (1) Given the product [CH3:1][N:2]1[C:11]2[C:6](=[CH:7][CH:8]=[CH:9][CH:10]=2)[CH:5]([CH2:12][NH:13][C:20]2[CH:21]=[N:22][CH:23]=[CH:15][C:16]=2[C:17]([OH:19])=[O:18])[CH2:4][CH2:3]1, predict the reactants needed to synthesize it. The reactants are: [CH3:1][N:2]1[C:11]2[C:6](=[CH:7][CH:8]=[CH:9][CH:10]=2)[CH:5]([CH2:12][NH2:13])[CH2:4][CH2:3]1.F[C:15]1[CH:23]=[N:22][CH:21]=[CH:20][C:16]=1[C:17]([OH:19])=[O:18]. (2) Given the product [CH3:31][C:28]1[CH:29]=[CH:30][C:22]([CH3:21])=[C:23]2[C:27]=1[C:26]([C:32]1[CH:37]=[CH:36][CH:35]=[CH:34][CH:33]=1)=[CH:25][CH:24]2[Si:7]([CH3:17])([CH3:18])[CH:8]1[C:12]([CH3:13])=[C:11]([CH3:14])[C:10]([CH3:15])=[C:9]1[CH3:16], predict the reactants needed to synthesize it. The reactants are: FC(F)(F)S(O[Si:7]([CH3:18])([CH3:17])[CH:8]1[C:12]([CH3:13])=[C:11]([CH3:14])[C:10]([CH3:15])=[C:9]1[CH3:16])(=O)=O.[CH3:21][C:22]1[CH:30]=[CH:29][C:28]([CH3:31])=[C:27]2[C:23]=1[CH:24]=[CH:25][C-:26]2[C:32]1[CH:37]=[CH:36][CH:35]=[CH:34][CH:33]=1.[Li+]. (3) The reactants are: C(OC(C1N(CC2C=CC(C3C=CC=CC=3[C:24]3[N:28]([C:29]([C:42]4[CH:47]=[CH:46][CH:45]=[CH:44][CH:43]=4)([C:36]4[CH:41]=[CH:40][CH:39]=[CH:38][CH:37]=4)[C:30]4[CH:35]=[CH:34][CH:33]=[CH:32][CH:31]=4)[N:27]=[N:26][N:25]=3)=CC=2)C(CCC)=NC=1CSCCOS(C)(=O)=O)=O)C.C(OC(C1N(CC2C=CC(C3C=CC=CC=3C3N(C(C4C=CC=CC=4)(C4C=CC=CC=4)C4C=CC=CC=4)N=NN=3)=CC=2)C(CCC)=NC=1CSCCSC1C=CC(O)=CC=1)=O)C. Given the product [C:42]1([C:29]([C:30]2[CH:31]=[CH:32][CH:33]=[CH:34][CH:35]=2)([C:36]2[CH:37]=[CH:38][CH:39]=[CH:40][CH:41]=2)[N:28]2[CH:24]=[N:25][N:26]=[N:27]2)[CH:47]=[CH:46][CH:45]=[CH:44][CH:43]=1, predict the reactants needed to synthesize it. (4) Given the product [CH3:1][O:2][C:3]1[CH:8]=[CH:7][CH:6]=[C:5]([CH3:9])[C:4]=1[CH:10]=[O:14], predict the reactants needed to synthesize it. The reactants are: [CH3:1][O:2][C:3]1[CH:8]=[CH:7][CH:6]=[C:5]([CH3:9])[C:4]=1[CH3:10].C(Cl)Cl.[OH2:14]. (5) Given the product [CH3:18][N:8]([C:5]1[CH:6]=[CH:7][C:2]([NH:22][CH2:23][CH:24]2[CH2:29][CH2:28][O:27][CH2:26][CH2:25]2)=[C:3]([N+:19]([O-:21])=[O:20])[CH:4]=1)[S:9]([C:12]1[CH:17]=[CH:16][CH:15]=[CH:14][CH:13]=1)(=[O:11])=[O:10], predict the reactants needed to synthesize it. The reactants are: F[C:2]1[CH:7]=[CH:6][C:5]([N:8]([CH3:18])[S:9]([C:12]2[CH:17]=[CH:16][CH:15]=[CH:14][CH:13]=2)(=[O:11])=[O:10])=[CH:4][C:3]=1[N+:19]([O-:21])=[O:20].[NH2:22][CH2:23][CH:24]1[CH2:29][CH2:28][O:27][CH2:26][CH2:25]1. (6) Given the product [Cl:6][C:7]1[CH:12]=[C:11]([Cl:13])[CH:10]=[CH:9][C:8]=1[C:14](=[O:21])[CH:15]([C:16]1[NH:20][CH:19]=[CH:18][N:17]=1)[CH2:33][CH:28]([C:22]1[CH:27]=[CH:26][CH:25]=[CH:24][CH:23]=1)[C:29]([O:31][CH3:32])=[S:30], predict the reactants needed to synthesize it. The reactants are: CC(C)([O-])C.[Cl:6][C:7]1[CH:12]=[C:11]([Cl:13])[CH:10]=[CH:9][C:8]=1[C:14](=[O:21])[CH2:15][C:16]1[NH:17][CH:18]=[CH:19][N:20]=1.[C:22]1([C:28](=[CH2:33])[C:29]([O:31][CH3:32])=[S:30])[CH:27]=[CH:26][CH:25]=[CH:24][CH:23]=1.CO.